Dataset: Forward reaction prediction with 1.9M reactions from USPTO patents (1976-2016). Task: Predict the product of the given reaction. (1) The product is: [CH:1]1[N:5]=[CH:4][N:3]([CH2:6][C:7]([P:9]([OH:12])([OH:11])=[O:10])([P:13]([OH:15])([OH:16])=[O:14])[OH:8])[CH:2]=1.[P:17]([O-:21])([O-:20])([O-:19])=[O:18]. Given the reactants [CH:1]1[N:5]=[CH:4][N:3]([CH2:6][C:7]([P:13]([OH:16])([OH:15])=[O:14])([P:9]([OH:12])([OH:11])=[O:10])[OH:8])[CH:2]=1.[P:17]([O-:21])([O-:20])([O-:19])=[O:18].[Na+].[Na+].[Na+].O.O.[Cl-].[Ca+2].[Cl-].C1N=CN(CC(P(O)(O)=O)(P(O)(O)=O)O)C=1.P([O-])([O-])([O-])=O.[Cl-].[Ca+2].[Cl-].[Cl-].[Na+].[OH-].[Na+].C1N=CN(CC(P(O)(O)=O)(P(O)(O)=O)O)C=1.P([O-])([O-])([O-])=O.[Ca+2].P([O-])([O-])([O-])=O.[Ca+2].[Ca+2], predict the reaction product. (2) Given the reactants [Br:1][C:2]1[CH:6]=[C:5]([N:7]2[CH2:12][CH2:11][O:10][CH2:9][CH2:8]2)[S:4][C:3]=1[C:13]([O:15][CH2:16][CH3:17])=[O:14].CN(C=O)C.[Br:23]N1C(=O)CCC1=O.CCOC(C)=O, predict the reaction product. The product is: [Br:1][C:2]1[C:6]([Br:23])=[C:5]([N:7]2[CH2:12][CH2:11][O:10][CH2:9][CH2:8]2)[S:4][C:3]=1[C:13]([O:15][CH2:16][CH3:17])=[O:14]. (3) Given the reactants Cl.[N:2]1([NH2:8])[CH2:7][CH2:6][CH2:5][CH2:4][CH2:3]1.C[Al](C)C.[Cl:13][C:14]1[CH:19]=[CH:18][C:17]([C:20]2[N:21]=[C:22]([CH2:38][N:39]3[N:43]=[N:42][CH:41]=[N:40]3)[C:23]([C:33](OCC)=[O:34])=[N:24][C:25]=2[C:26]2[CH:31]=[CH:30][C:29]([CH3:32])=[CH:28][CH:27]=2)=[CH:16][CH:15]=1, predict the reaction product. The product is: [Cl:13][C:14]1[CH:15]=[CH:16][C:17]([C:20]2[N:21]=[C:22]([CH2:38][N:39]3[N:43]=[N:42][CH:41]=[N:40]3)[C:23]([C:33]([NH:8][N:2]3[CH2:7][CH2:6][CH2:5][CH2:4][CH2:3]3)=[O:34])=[N:24][C:25]=2[C:26]2[CH:27]=[CH:28][C:29]([CH3:32])=[CH:30][CH:31]=2)=[CH:18][CH:19]=1. (4) Given the reactants [H-].C([Al+]CC(C)C)C(C)C.[CH3:11][O:12][C:13]1[CH:18]=[C:17]([N+:19]([O-:21])=[O:20])[CH:16]=[CH:15][C:14]=1[N:22]1[CH:26]=[C:25]([C:27](OCC)=[O:28])[N:24]=[CH:23]1, predict the reaction product. The product is: [CH3:11][O:12][C:13]1[CH:18]=[C:17]([N+:19]([O-:21])=[O:20])[CH:16]=[CH:15][C:14]=1[N:22]1[CH:26]=[C:25]([CH:27]=[O:28])[N:24]=[CH:23]1. (5) Given the reactants [Cl:1][C:2]1[CH:7]=[C:6]([Cl:8])[CH:5]=[CH:4][C:3]=1[C:9]1[N:10]=[C:11](/[CH:14]=[CH:15]/[C:16]2[CH:21]=[CH:20][C:19]([C:22]3[CH:27]=[CH:26][CH:25]=[C:24]([C:28]([F:31])([F:30])[F:29])[CH:23]=3)=[CH:18][CH:17]=2)[NH:12][CH:13]=1.[N+:32]([C:35]1[CH:42]=[CH:41][C:38]([CH2:39]Br)=[CH:37][CH:36]=1)([O-:34])=[O:33], predict the reaction product. The product is: [Cl:1][C:2]1[CH:7]=[C:6]([Cl:8])[CH:5]=[CH:4][C:3]=1[C:9]1[N:10]=[C:11](/[CH:14]=[CH:15]/[C:16]2[CH:17]=[CH:18][C:19]([C:22]3[CH:27]=[CH:26][CH:25]=[C:24]([C:28]([F:30])([F:31])[F:29])[CH:23]=3)=[CH:20][CH:21]=2)[N:12]([CH2:39][C:38]2[CH:41]=[CH:42][C:35]([N+:32]([O-:34])=[O:33])=[CH:36][CH:37]=2)[CH:13]=1.